Task: Predict the reactants needed to synthesize the given product.. Dataset: Full USPTO retrosynthesis dataset with 1.9M reactions from patents (1976-2016) (1) Given the product [CH:36]([O:35][CH:20]([O:19][CH:16]([CH3:18])[CH3:17])[C:21]([CH3:33])([CH3:34])[C:22](=[O:32])[C@H:23]([CH3:31])[C@@H:24]([O:30][C:2]([O:4][CH2:5][C:6]([Cl:9])([Cl:8])[Cl:7])=[O:3])[C@@H:25]([CH3:29])[CH2:26][CH:27]=[CH2:28])([CH3:38])[CH3:37], predict the reactants needed to synthesize it. The reactants are: Cl[C:2]([O:4][CH2:5][C:6]([Cl:9])([Cl:8])[Cl:7])=[O:3].N1C=CC=CC=1.[CH:16]([O:19][CH:20]([O:35][CH:36]([CH3:38])[CH3:37])[C:21]([CH3:34])([CH3:33])[C:22](=[O:32])[C@H:23]([CH3:31])[C@@H:24]([OH:30])[C@@H:25]([CH3:29])[CH2:26][CH:27]=[CH2:28])([CH3:18])[CH3:17].[Na+].[Cl-]. (2) Given the product [C:29]([O:31][CH2:32][CH3:33])(=[O:30])[CH3:28].[CH:41]([O:42][CH:43]([CH3:39])[CH3:44])([CH3:45])[CH3:4], predict the reactants needed to synthesize it. The reactants are: [OH-].[Na+].O1CCC[CH2:4]1.COC1C=C(C=CC=1OC[C:39]1N=[C:41]([C:45]2C=CC=CC=2)[O:42][C:43]=1[CH3:44])CN1C2C=CC=C(O[CH2:28][C:29]([O:31][CH2:32][CH3:33])=[O:30])C=2C2C1=CC=CC=2.Cl. (3) Given the product [CH2:18]([CH:23]1[CH2:24][CH:25]2[N:30]([CH2:2][C@@H:3]([CH3:17])[CH2:4][N:5]3[C:10]4[CH:11]=[C:12]([CH3:15])[CH:13]=[CH:14][C:9]=4[O:8][CH2:7][C:6]3=[O:16])[CH:28]([CH2:27][CH2:26]2)[CH2:29]1)[CH2:19][CH2:20][CH2:21][CH3:22], predict the reactants needed to synthesize it. The reactants are: I[CH2:2][C@@H:3]([CH3:17])[CH2:4][N:5]1[C:10]2[CH:11]=[C:12]([CH3:15])[CH:13]=[CH:14][C:9]=2[O:8][CH2:7][C:6]1=[O:16].[CH2:18]([CH:23]1[CH2:29][CH:28]2[NH:30][CH:25]([CH2:26][CH2:27]2)[CH2:24]1)[CH2:19][CH2:20][CH2:21][CH3:22]. (4) Given the product [CH:1]([CH:4]([CH:10]([CH:16]([CH3:18])[CH3:17])[C:11]([OH:13])=[O:12])[C:5]([OH:7])=[O:6])([CH3:3])[CH3:2], predict the reactants needed to synthesize it. The reactants are: [CH:1]([CH:4]([CH:10]([CH:16]([CH3:18])[CH3:17])[C:11]([O:13]CC)=[O:12])[C:5]([O:7]CC)=[O:6])([CH3:3])[CH3:2].[K].[O-]CC.[K+].CC(C)C(C#N)C(OCC)=O. (5) Given the product [CH3:19][O:20][C:21]1[CH:22]=[CH:23][C:24]([S:27]([N:15]2[C:9]3[C:10](=[N:11][CH:12]=[C:7]([C:6]4[C:2]([CH3:1])=[N:3][O:4][C:5]=4[CH3:16])[CH:8]=3)[CH:13]=[CH:14]2)(=[O:29])=[O:28])=[CH:25][CH:26]=1, predict the reactants needed to synthesize it. The reactants are: [CH3:1][C:2]1[C:6]([C:7]2[CH:8]=[C:9]3[NH:15][CH:14]=[CH:13][C:10]3=[N:11][CH:12]=2)=[C:5]([CH3:16])[O:4][N:3]=1.[H-].[Na+].[CH3:19][O:20][C:21]1[CH:26]=[CH:25][C:24]([S:27](Cl)(=[O:29])=[O:28])=[CH:23][CH:22]=1.O. (6) The reactants are: [Cl:1][C:2]1[CH:3]=[C:4]2[C:9](=[CH:10][CH:11]=1)[CH:8]=[C:7]([S:12]([N:15]1[CH2:20][CH2:19][N:18]([C:21](=[O:36])[C:22]3[CH:27]=[CH:26][C:25]([C:28]4[CH:33]=[CH:32][N:31]=[CH:30][CH:29]=4)=[C:24]([O:34]C)[CH:23]=3)[CH2:17][CH2:16]1)(=[O:14])=[O:13])[CH:6]=[CH:5]2.O.C(=O)(O)[O-].[Na+].Cl. Given the product [ClH:1].[Cl:1][C:2]1[CH:3]=[C:4]2[C:9](=[CH:10][CH:11]=1)[CH:8]=[C:7]([S:12]([N:15]1[CH2:20][CH2:19][N:18]([C:21](=[O:36])[C:22]3[CH:27]=[CH:26][C:25]([C:28]4[CH:33]=[CH:32][N:31]=[CH:30][CH:29]=4)=[C:24]([OH:34])[CH:23]=3)[CH2:17][CH2:16]1)(=[O:13])=[O:14])[CH:6]=[CH:5]2, predict the reactants needed to synthesize it. (7) Given the product [Cl:3][C:4]1[CH:9]=[CH:8][C:7]([C:10]2[CH:15]=[CH:14][C:13]([CH2:16][O:17][C:18]3[CH:27]=[C:26]4[C:21]([CH2:22][CH2:23][N:24]([CH:29]5[CH2:33][CH2:32][CH2:31][CH2:30]5)[C:25]4=[O:28])=[CH:20][CH:19]=3)=[CH:12][CH:11]=2)=[CH:6][C:5]=1[C:34]([OH:36])=[O:35], predict the reactants needed to synthesize it. The reactants are: [OH-].[Na+].[Cl:3][C:4]1[CH:9]=[CH:8][C:7]([C:10]2[CH:15]=[CH:14][C:13]([CH2:16][O:17][C:18]3[CH:27]=[C:26]4[C:21]([CH2:22][CH2:23][N:24]([CH:29]5[CH2:33][CH2:32][CH2:31][CH2:30]5)[C:25]4=[O:28])=[CH:20][CH:19]=3)=[CH:12][CH:11]=2)=[CH:6][C:5]=1[C:34]([O:36]C)=[O:35]. (8) Given the product [CH2:3]([S:10][CH:11]([CH2:15][CH2:16][CH2:17][C:18]1[CH:19]=[CH:20][CH:21]=[CH:22][CH:23]=1)[C:12]([O-:14])=[O:13])[C:4]1[CH:5]=[CH:6][CH:7]=[CH:8][CH:9]=1.[Na+:2], predict the reactants needed to synthesize it. The reactants are: [H-].[Na+:2].[CH2:3]([S:10][CH:11]([CH2:15][CH2:16][CH2:17][C:18]1[CH:23]=[CH:22][CH:21]=[CH:20][CH:19]=1)[C:12]([OH:14])=[O:13])[C:4]1[CH:9]=[CH:8][CH:7]=[CH:6][CH:5]=1.